This data is from Forward reaction prediction with 1.9M reactions from USPTO patents (1976-2016). The task is: Predict the product of the given reaction. (1) Given the reactants [CH:1]1[C:14]2C(=O)[C:14]3[C:1](=[CH:2][CH:3]=C[CH:5]=3)C(=O)[C:5]=2C=[CH:3][CH:2]=1.[C:17]([O:21][C:22]([NH:24][C@@H:25]([C:29]([O:31][CH2:32][CH2:33][NH:34][C:35]1[C:48]2[C:47](=[O:49])[C:46]3[C:41](=[CH:42][CH:43]=[CH:44][CH:45]=3)[C:40](=[O:50])[C:39]=2[CH:38]=[CH:37][CH:36]=1)=[O:30])[CH:26]([CH3:28])C)=[O:23])([CH3:20])([CH3:19])[CH3:18], predict the reaction product. The product is: [C:17]([O:21][C:22]([NH:24][C@H:25]([C:29]([O:31][CH2:32][CH2:33][NH:34][C:35]1[C:48]2[C:47](=[O:49])[C:46]3[C:41](=[CH:42][CH:43]=[CH:44][CH:45]=3)[C:40](=[O:50])[C:39]=2[CH:38]=[CH:37][CH:36]=1)=[O:30])[CH2:26][C:28]1[CH:5]=[CH:14][CH:1]=[CH:2][CH:3]=1)=[O:23])([CH3:20])([CH3:19])[CH3:18]. (2) Given the reactants [CH3:1][C@H:2]([NH:7][C:8]([C:10]1[C:18]2[C:13](=[N:14][CH:15]=[C:16]([C:19]3[S:23][C:22]([C:24]([OH:26])=O)=[CH:21][CH:20]=3)[N:17]=2)[N:12]([CH2:27][O:28][CH2:29][CH2:30][Si:31]([CH3:34])([CH3:33])[CH3:32])[CH:11]=1)=[O:9])[C:3]([CH3:6])([CH3:5])[CH3:4].CN(C(ON1N=NC2C=CC=NC1=2)=[N+](C)C)C.F[P-](F)(F)(F)(F)F.[Cl:59][C:60]1[CH:66]=[C:65]([I:67])[CH:64]=[CH:63][C:61]=1[NH2:62], predict the reaction product. The product is: [CH3:1][C@H:2]([NH:7][C:8]([C:10]1[C:18]2[C:13](=[N:14][CH:15]=[C:16]([C:19]3[S:23][C:22]([C:24](=[O:26])[NH:62][C:61]4[CH:63]=[CH:64][C:65]([I:67])=[CH:66][C:60]=4[Cl:59])=[CH:21][CH:20]=3)[N:17]=2)[N:12]([CH2:27][O:28][CH2:29][CH2:30][Si:31]([CH3:32])([CH3:34])[CH3:33])[CH:11]=1)=[O:9])[C:3]([CH3:6])([CH3:5])[CH3:4]. (3) Given the reactants [C:1]1([CH3:7])[CH:6]=[CH:5][CH:4]=[CH:3][CH:2]=1.[OH-:8].[K+].[C:10]1(=[O:16])[O:15][CH2:14][CH2:13][CH2:12][CH2:11]1.C(Br)C1C=CC=CC=1, predict the reaction product. The product is: [CH2:7]([O:8][CH2:14][CH2:13][CH2:12][CH2:11][C:10]([OH:15])=[O:16])[C:1]1[CH:6]=[CH:5][CH:4]=[CH:3][CH:2]=1. (4) Given the reactants [C:1]([C:4]1[CH:13]=[CH:12][C:11]([O:14][CH2:15][C:16]2[CH:21]=[CH:20][CH:19]=[CH:18][CH:17]=2)=[C:10]2[C:5]=1[CH:6]=[CH:7][C:8](=[O:22])[NH:9]2)(=[O:3])[CH3:2].[Br-:23].[Br-].[Br-].[NH+]1C=CC=CC=1.[NH+]1C=CC=CC=1.[NH+]1C=CC=CC=1, predict the reaction product. The product is: [CH2:15]([O:14][C:11]1[CH:12]=[CH:13][C:4]([C:1](=[O:3])[CH2:2][Br:23])=[C:5]2[C:10]=1[NH:9][C:8](=[O:22])[CH:7]=[CH:6]2)[C:16]1[CH:21]=[CH:20][CH:19]=[CH:18][CH:17]=1. (5) Given the reactants [CH3:1][CH:2]1[CH2:7][CH2:6][CH2:5][CH2:4][C:3]1=O.C[N:10]1[CH:15]=[C:14]([N+:16]([O-:18])=[O:17])[CH:13]=C([N+]([O-])=O)C1=O.N, predict the reaction product. The product is: [CH3:1][CH:2]1[C:3]2[N:10]=[CH:15][C:14]([N+:16]([O-:18])=[O:17])=[CH:13][C:4]=2[CH2:5][CH2:6][CH2:7]1. (6) Given the reactants Cl[CH2:2][CH2:3][O:4][CH2:5][C:6]([OH:8])=[O:7].ClCCO[CH2:13][C:14]([NH2:16])=O.C(OO[CH2:22][CH2:23][Cl:24])(=O)C.ClCCO[CH2:29][C:30]#[N:31].C(=O)([O-])[O-].[Na+].[Na+].C(=O)([O-])[O-].[K+].[K+].[C:44]1([CH3:51])[C:45](C)=[CH:46][CH:47]=[CH:48][CH:49]=1, predict the reaction product. The product is: [Cl:24][C:23]1[CH:22]=[CH:48][C:49]([CH:51]([C:44]2[CH:49]=[CH:48][CH:47]=[CH:46][CH:45]=2)[N:16]2[CH2:14][CH2:13][N:31]([CH2:2][CH2:3][O:4][CH2:5][C:6]([OH:8])=[O:7])[CH2:30][CH2:29]2)=[CH:44][CH:45]=1. (7) Given the reactants [CH:1]1([O:6][C:7]2[CH:8]=[C:9](/[CH:15]=[C:16](/[C:21]([O:23][CH3:24])=[O:22])\[CH2:17][C:18]([OH:20])=[O:19])[CH:10]=[CH:11][C:12]=2[O:13][CH3:14])[CH2:5][CH2:4][CH2:3][CH2:2]1.[C:25](Cl)(=O)C(Cl)=O, predict the reaction product. The product is: [CH3:24][O:23][C:21](/[C:16](=[CH:15]/[C:9]1[CH:10]=[CH:11][C:12]([O:13][CH3:14])=[C:7]([O:6][CH:1]2[CH2:2][CH2:3][CH2:4][CH2:5]2)[CH:8]=1)/[CH2:17][C:18]([O:20][CH3:25])=[O:19])=[O:22]. (8) Given the reactants [C:1]([C:5]1[C:6]([O:28][CH3:29])=[C:7]([CH:19]([C:21]2[CH:26]=[CH:25][N:24]=[C:23]([Cl:27])[CH:22]=2)[OH:20])[CH:8]=[C:9]([C:11]2[C:12]([O:17][CH3:18])=[N:13][CH:14]=[CH:15][CH:16]=2)[CH:10]=1)([CH3:4])([CH3:3])[CH3:2], predict the reaction product. The product is: [C:1]([C:5]1[C:6]([O:28][CH3:29])=[C:7]([C:19]([C:21]2[CH:26]=[CH:25][N:24]=[C:23]([Cl:27])[CH:22]=2)=[O:20])[CH:8]=[C:9]([C:11]2[C:12]([O:17][CH3:18])=[N:13][CH:14]=[CH:15][CH:16]=2)[CH:10]=1)([CH3:4])([CH3:2])[CH3:3]. (9) Given the reactants [N:1]1[CH:6]=[CH:5][N:4]=[C:3]2[S:7][C:8]([C:10]([OH:12])=O)=[CH:9][C:2]=12.CN(C(ON1N=NC2C=CC=NC1=2)=[N+](C)C)C.F[P-](F)(F)(F)(F)F.CCN(C(C)C)C(C)C.[NH2:46][C:47]1[C:48]([F:68])=[CH:49][C:50]([F:67])=[C:51]([NH:53][C:54](=[O:66])[C:55]2[CH:60]=[CH:59][CH:58]=[C:57]([C:61]([C:64]#[N:65])([CH3:63])[CH3:62])[CH:56]=2)[CH:52]=1.C(O)(=O)CC(CC(O)=O)(C(O)=O)O, predict the reaction product. The product is: [C:64]([C:61]([C:57]1[CH:56]=[C:55]([CH:60]=[CH:59][CH:58]=1)[C:54]([NH:53][C:51]1[C:50]([F:67])=[CH:49][C:48]([F:68])=[C:47]([NH:46][C:10]([C:8]2[S:7][C:3]3=[N:4][CH:5]=[CH:6][N:1]=[C:2]3[CH:9]=2)=[O:12])[CH:52]=1)=[O:66])([CH3:63])[CH3:62])#[N:65].